From a dataset of Reaction yield outcomes from USPTO patents with 853,638 reactions. Predict the reaction yield, written as a fraction of the theoretical maximum amount of product (1.0 means a 100% yield; for example, 0.34 means a 34% yield). (1) The reactants are N[C:2]1[C:3]([CH3:11])=[C:4]([CH:8]=[CH:9][CH:10]=1)[C:5]([OH:7])=[O:6].S(=O)(=O)(O)[OH:13].N([O-])=O.[Na+].NC(N)=O.N([O-])=O. The catalyst is O.O.[N+]([O-])([O-])=O.[Cu+2].O.O.O.O.[N+]([O-])([O-])=O.[Cu+2].[N+]([O-])([O-])=O.[N+]([O-])([O-])=O.[Cu-]=O.C1C(NC2N=C(N)N=C(Cl)N=2)=CC(NS(C2C=CC3C(=C4NC5[N-]C(=C6C=5C=C(S([O-])(=O)=O)C=C6)NC5NC(=C6C=5C=CC(S([O-])(=O)=O)=C6)NC5[N-]C(=C6C=5C=C(S([O-])(=O)=O)C=C6)NC=3N4)C=2)(=O)=O)=C(S([O-])(=O)=O)C=1.[Na+].[Na+].[Na+].[Na+].[Cu+2]. The product is [OH:13][C:2]1[C:3]([CH3:11])=[C:4]([CH:8]=[CH:9][CH:10]=1)[C:5]([OH:7])=[O:6]. The yield is 0.360. (2) The reactants are [CH3:1][O:2][CH2:3][C@@H:4]1[CH:21]2[C@:16]([CH3:23])([CH2:17][CH2:18][C:19](=O)[CH2:20]2)[C@@H:15]2[C@H:6]([C@H:7]3[C@@:11]([CH2:13][CH2:14]2)([CH3:12])[C:10](=[O:24])[CH2:9][CH2:8]3)[CH2:5]1.[ClH:25].Cl.[NH2:27][CH2:28][CH2:29][O:30][NH2:31]. No catalyst specified. The product is [ClH:25].[NH2:27][CH2:28][CH2:29][O:30][N:31]=[C:19]1[CH2:18][CH2:17][C@@:16]2([CH3:23])[CH:21]([C@@H:4]([CH2:3][O:2][CH3:1])[CH2:5][C@@H:6]3[C@@H:15]2[CH2:14][CH2:13][C@@:11]2([CH3:12])[C@H:7]3[CH2:8][CH2:9][C:10]2=[O:24])[CH2:20]1. The yield is 0.330. (3) The reactants are [H-].[Na+].[C:3]([CH2:5][C:6]([O:8][CH3:9])=[O:7])#[N:4].F[C:11]1[CH:16]=[CH:15][C:14]([N+:17]([O-:19])=[O:18])=[C:13]([O:20][CH3:21])[CH:12]=1. The catalyst is CN(C=O)C. The product is [C:3]([CH:5]([C:11]1[CH:16]=[CH:15][C:14]([N+:17]([O-:19])=[O:18])=[C:13]([O:20][CH3:21])[CH:12]=1)[C:6]([O:8][CH3:9])=[O:7])#[N:4]. The yield is 0.790. (4) The reactants are [ClH:1].[NH2:2][C@@H:3]1[CH2:8][CH2:7][CH2:6][N:5]([C:9]([C:11]2[CH:34]=[CH:33][C:14]3[N:15]([CH3:32])[C:16]([C:18]4[N:26]([CH2:27][C:28]([F:31])([F:30])[F:29])[C:21]5=[N:22][CH:23]=[CH:24][CH:25]=[C:20]5[CH:19]=4)=[N:17][C:13]=3[CH:12]=2)=[O:10])[CH2:4]1. The catalyst is CO.C(OCC)C. The product is [ClH:1].[NH2:2][C@@H:3]1[CH2:8][CH2:7][CH2:6][N:5]([C:9]([C:11]2[CH:34]=[CH:33][C:14]3[N:15]([CH3:32])[C:16]([C:18]4[N:26]([CH2:27][C:28]([F:31])([F:30])[F:29])[C:21]5=[N:22][CH:23]=[CH:24][CH:25]=[C:20]5[CH:19]=4)=[N:17][C:13]=3[CH:12]=2)=[O:10])[CH2:4]1. The yield is 0.990. (5) The reactants are [CH:1]([C:3]1[NH:7][C:6]([CH3:8])=[C:5]([C:9]([OH:11])=[O:10])[C:4]=1[CH3:12])=O.[F:13][C:14]1[CH:15]=[C:16]2[C:20](=[CH:21][CH:22]=1)[NH:19][C:18](=[O:23])[CH2:17]2.C(O)C.N1CCCC1. The catalyst is C(O)(=O)C. The product is [F:13][C:14]1[CH:15]=[C:16]2[C:20](=[CH:21][CH:22]=1)[NH:19][C:18](=[O:23])/[C:17]/2=[CH:1]\[C:3]1[NH:7][C:6]([CH3:8])=[C:5]([C:9]([OH:11])=[O:10])[C:4]=1[CH3:12]. The yield is 0.790. (6) The reactants are [NH:1]1[C:5]2[CH:6]=[CH:7][CH:8]=[C:9]([CH:10]=O)[C:4]=2[N:3]=[N:2]1.[CH3:12][C:13]1[CH:18]=[C:17]([CH3:19])[CH:16]=[C:15]([CH3:20])[C:14]=1[CH:21]1[CH2:26][C:25](=O)[CH2:24][C:23](=[O:28])[CH2:22]1.C([O-])(=O)C.[NH4+].[CH2:34]([O:36][C:37](=[O:47])[CH2:38][C:39](=O)[CH2:40][O:41][C:42]([CH3:45])([CH3:44])[CH3:43])[CH3:35].F[B-](F)(F)F.C([N+:57]1C=CN(C)C=1)CCC. No catalyst specified. The product is [CH2:34]([O:36][C:37]([C:38]1[CH:10]([C:9]2[C:4]3[N:3]=[N:2][NH:1][C:5]=3[CH:6]=[CH:7][CH:8]=2)[C:24]2[C:23](=[O:28])[CH2:22][CH:21]([C:14]3[C:15]([CH3:20])=[CH:16][C:17]([CH3:19])=[CH:18][C:13]=3[CH3:12])[CH2:26][C:25]=2[NH:57][C:39]=1[CH2:40][O:41][C:42]([CH3:45])([CH3:44])[CH3:43])=[O:47])[CH3:35]. The yield is 0.400. (7) The reactants are [CH2:1]([Si:3]([CH2:35][CH3:36])([CH2:33][CH3:34])[O:4][C@H:5]1[CH2:29][CH2:28][C@@:27]2([CH3:30])[C@@H:7]([C:8](=[O:32])[O:9][C:10]3[C@H:11]4[C@:23]([CH3:31])([CH2:24][CH2:25][C:26]=32)[C@@H:14]([C@H:15]([CH3:22])[CH2:16][CH2:17][CH2:18][CH:19]([CH3:21])[CH3:20])[CH2:13][CH2:12]4)[CH2:6]1)[CH3:2].[CH2:37](Br)[CH:38]=[CH2:39].[I-].[K+]. The catalyst is [Ag]=O. The product is [CH2:35]([Si:3]([CH2:1][CH3:2])([CH2:33][CH3:34])[O:4][C@H:5]1[CH2:29][CH2:28][C@@:27]2([CH3:30])[C@@:7]([CH2:39][CH:38]=[CH2:37])([C:8](=[O:32])[O:9][C:10]3[C@H:11]4[C@:23]([CH3:31])([CH2:24][CH2:25][C:26]=32)[C@@H:14]([C@H:15]([CH3:22])[CH2:16][CH2:17][CH2:18][CH:19]([CH3:20])[CH3:21])[CH2:13][CH2:12]4)[CH2:6]1)[CH3:36]. The yield is 0.240. (8) The reactants are CC[O-].[Na+].Cl.[CH:6]1([NH:11][C:12]([NH2:14])=[NH:13])[CH2:10][CH2:9][CH2:8][CH2:7]1.[Cl:15][C:16]1[CH:21]=[CH:20][N:19]2[N:22]=[C:23]([C:29]3[CH:34]=[CH:33][C:32]([O:35][CH3:36])=[CH:31][CH:30]=3)[C:24]([C:25](=O)[C:26]#[CH:27])=[C:18]2[CH:17]=1. The catalyst is C(O)C. The product is [Cl:15][C:16]1[CH:21]=[CH:20][N:19]2[N:22]=[C:23]([C:29]3[CH:30]=[CH:31][C:32]([O:35][CH3:36])=[CH:33][CH:34]=3)[C:24]([C:25]3[CH:26]=[CH:27][N:14]=[C:12]([NH:11][CH:6]4[CH2:10][CH2:9][CH2:8][CH2:7]4)[N:13]=3)=[C:18]2[CH:17]=1. The yield is 0.660.